Task: Predict the reactants needed to synthesize the given product.. Dataset: Full USPTO retrosynthesis dataset with 1.9M reactions from patents (1976-2016) (1) Given the product [CH2:1]([Si:4]([CH3:7])([CH3:6])[CH3:5])[CH:2]=[CH2:3].[C:29]1(=[O:30])[O:31][C:26](=[O:32])[CH:27]=[CH:28]1.[C:8]([O:12][C:13](=[O:16])[CH:14]=[CH2:15])([CH3:11])([CH3:10])[CH3:9].[C:17]([CH:21]([CH3:25])[C:22](=[O:24])[CH3:23])(=[O:20])[CH:18]=[CH2:19], predict the reactants needed to synthesize it. The reactants are: [CH2:1]([Si:4]([CH3:7])([CH3:6])[CH3:5])[CH:2]=[CH2:3].[C:8]([O:12][C:13](=[O:16])[CH:14]=[CH2:15])([CH3:11])([CH3:10])[CH3:9].[C:17]([CH:21]([CH3:25])[C:22](=[O:24])[CH3:23])(=[O:20])[CH:18]=[CH2:19].[C:26]1(=[O:32])[O:31][C:29](=[O:30])[CH:28]=[CH:27]1. (2) Given the product [C:15]([S:1][CH2:2][CH2:3][CH2:4][Si:5]([O:10][CH3:11])([O:6][CH3:7])[O:8][CH3:9])(=[O:18])[CH2:16][CH3:17], predict the reactants needed to synthesize it. The reactants are: [SH:1][CH2:2][CH2:3][CH2:4][Si:5]([O:10][CH3:11])([O:8][CH3:9])[O:6][CH3:7].C[O-].[Na+].[C:15](Cl)(=[O:18])[CH2:16][CH3:17].[Na+].[Cl-].CSCCC[Si](OC)(OC)OC.C(SCCC[Si](OC)(OC)OC)(=O)C. (3) Given the product [ClH:25].[CH3:21][C:2]([C:22]([NH2:24])=[O:23])([CH3:1])[NH:3][CH2:4][C:5]1[CH:10]=[C:9]([C:11]2[CH:16]=[CH:15][C:14]([C:17]([F:18])([F:20])[F:19])=[CH:13][CH:12]=2)[CH:8]=[CH:7][N:6]=1, predict the reactants needed to synthesize it. The reactants are: [CH3:1][C:2]([C:22]([NH2:24])=[O:23])([CH3:21])[NH:3][CH2:4][C:5]1[CH:10]=[C:9]([C:11]2[CH:16]=[CH:15][C:14]([C:17]([F:20])([F:19])[F:18])=[CH:13][CH:12]=2)[CH:8]=[CH:7][N:6]=1.[ClH:25].C(O)(C)C.